From a dataset of Full USPTO retrosynthesis dataset with 1.9M reactions from patents (1976-2016). Predict the reactants needed to synthesize the given product. (1) Given the product [NH2:1][C:2]1[N:3]([CH3:24])[C:4](=[O:23])[C:5]2([C:15]3[C:10](=[CH:11][CH:12]=[C:13]([C:34]4[CH:35]=[C:30]([CH:31]=[CH:32][CH:33]=4)[CH2:29][NH:28][C:25](=[O:27])[CH3:26])[CH:14]=3)[O:9][CH:8]([C:17]3[CH:22]=[CH:21][CH:20]=[CH:19][CH:18]=3)[CH2:7]2)[N:6]=1, predict the reactants needed to synthesize it. The reactants are: [NH2:1][C:2]1[N:3]([CH3:24])[C:4](=[O:23])[C:5]2([C:15]3[C:10](=[CH:11][CH:12]=[C:13](Br)[CH:14]=3)[O:9][CH:8]([C:17]3[CH:22]=[CH:21][CH:20]=[CH:19][CH:18]=3)[CH2:7]2)[N:6]=1.[C:25]([NH:28][CH2:29][C:30]1[CH:31]=[C:32](B(O)O)[CH:33]=[CH:34][CH:35]=1)(=[O:27])[CH3:26]. (2) Given the product [ClH:12].[F:1][C:2]1[CH:7]=[CH:6][CH:5]=[CH:4][C:3]=1[C:8]1([C:9]#[N:10])[CH2:18][CH2:17][N:15]([CH3:16])[CH2:14][CH2:13]1, predict the reactants needed to synthesize it. The reactants are: [F:1][C:2]1[CH:7]=[CH:6][CH:5]=[CH:4][C:3]=1[CH2:8][C:9]#[N:10].Cl.[Cl:12][CH2:13][CH2:14][N:15]([CH2:17][CH2:18]Cl)[CH3:16].[OH-].[Na+]. (3) Given the product [CH3:14][O:15][CH2:16][O:12][C:8]1([C:4]2[S:3][CH:7]=[CH:6][N:5]=2)[CH2:11][CH2:10][CH2:9]1, predict the reactants needed to synthesize it. The reactants are: [H-].[Na+].[S:3]1[CH:7]=[CH:6][N:5]=[C:4]1[C:8]1([OH:12])[CH2:11][CH2:10][CH2:9]1.Cl[CH2:14][O:15][CH3:16]. (4) Given the product [Cl:30][C:31]1[CH:38]=[CH:37][CH:36]=[C:35]([Cl:39])[C:32]=1[CH2:33][N:5]1[C:13]2[C:8](=[CH:9][CH:10]=[C:11]([CH2:14][C:15]([OH:17])=[O:16])[CH:12]=2)[C:7]([CH3:18])=[CH:6]1, predict the reactants needed to synthesize it. The reactants are: CC1C=CC=C(C)C=1C[N:5]1[C:13]2[C:8](=[CH:9][CH:10]=[C:11]([CH2:14][C:15]([OH:17])=[O:16])[CH:12]=2)[C:7]([CH3:18])=[CH:6]1.C(=O)([O-])[O-].[K+].[K+].[Cl:30][C:31]1[CH:38]=[CH:37][CH:36]=[C:35]([Cl:39])[C:32]=1[CH2:33]Cl.[OH-].[Na+]. (5) Given the product [N:17]1[CH:18]=[CH:19][C:20]([CH2:23][NH:24][C:25]([C:27]2[C:31]([CH3:32])=[C:30]([CH:33]=[C:9]3[C:8]4[C:12](=[CH:13][CH:14]=[CH:15][C:7]=4[CH:4]4[CH2:3][CH2:2][NH:1][CH2:6][CH2:5]4)[NH:11][C:10]3=[O:16])[NH:29][CH:28]=2)=[O:26])=[CH:21][CH:22]=1, predict the reactants needed to synthesize it. The reactants are: [NH:1]1[CH2:6][CH2:5][CH:4]([C:7]2[CH:15]=[CH:14][CH:13]=[C:12]3[C:8]=2[CH2:9][C:10](=[O:16])[NH:11]3)[CH2:3][CH2:2]1.[N:17]1[CH:22]=[CH:21][C:20]([CH2:23][NH:24][C:25]([C:27]2[C:31]([CH3:32])=[C:30]([CH:33]=O)[NH:29][CH:28]=2)=[O:26])=[CH:19][CH:18]=1. (6) Given the product [Cl:1][C:2]1[C:10]2[C:5](=[N:6][C:7]([CH3:13])=[C:8]([Cl:12])[C:9]=2[CH3:11])[S:4][C:3]=1[C:14]([OH:16])=[O:15], predict the reactants needed to synthesize it. The reactants are: [Cl:1][C:2]1[C:10]2[C:5](=[N:6][C:7]([CH3:13])=[C:8]([Cl:12])[C:9]=2[CH3:11])[S:4][C:3]=1[C:14]([O:16]C)=[O:15].[OH-].[K+].Cl. (7) Given the product [C:25]([O:29][C:30](=[O:35])[C:31]([NH:1][C:2]1[CH:3]=[CH:4][C:5]([CH2:8][CH2:9][NH:10][C:11](=[O:18])[CH2:12][CH2:13][CH2:14][CH2:15][CH2:16][CH3:17])=[CH:6][CH:7]=1)([CH3:33])[CH3:32])([CH3:28])([CH3:27])[CH3:26], predict the reactants needed to synthesize it. The reactants are: [NH2:1][C:2]1[CH:7]=[CH:6][C:5]([CH2:8][CH2:9][NH:10][C:11](=[O:18])[CH2:12][CH2:13][CH2:14][CH2:15][CH2:16][CH3:17])=[CH:4][CH:3]=1.C(=O)([O-])[O-].[Cs+].[Cs+].[C:25]([O:29][C:30](=[O:35])[C:31](Br)([CH3:33])[CH3:32])([CH3:28])([CH3:27])[CH3:26].CN(C)C=O.